This data is from Catalyst prediction with 721,799 reactions and 888 catalyst types from USPTO. The task is: Predict which catalyst facilitates the given reaction. (1) Reactant: [Br:1][C:2]1[CH:3]=[CH:4][C:5]2[N:6]([CH:13]=1)[C:7](=[O:12])[CH:8]=[C:9](Cl)[N:10]=2.[N:14]1([C:20]([O:22][C:23]([CH3:26])([CH3:25])[CH3:24])=[O:21])[CH2:19][CH2:18][NH:17][CH2:16][CH2:15]1.C(N(CC)CC)C. Product: [Br:1][C:2]1[CH:3]=[CH:4][C:5]2[N:6]([CH:13]=1)[C:7](=[O:12])[CH:8]=[C:9]([N:17]1[CH2:16][CH2:15][N:14]([C:20]([O:22][C:23]([CH3:26])([CH3:25])[CH3:24])=[O:21])[CH2:19][CH2:18]1)[N:10]=2. The catalyst class is: 14. (2) Reactant: [C:1]([N:9]=[C:10]=[S:11])(=[O:8])[C:2]1[CH:7]=[CH:6][CH:5]=[CH:4][CH:3]=1.[N:12]#[C:13][NH2:14].Br[CH2:16][C:17]([O:19][CH3:20])=[O:18].N12CCCN=C1CCCCC2. Product: [NH2:12][C:13]1[N:14]=[C:10]([NH:9][C:1](=[O:8])[C:2]2[CH:7]=[CH:6][CH:5]=[CH:4][CH:3]=2)[S:11][C:16]=1[C:17]([O:19][CH3:20])=[O:18]. The catalyst class is: 7. (3) Reactant: CN(C(ON1N=NC2C=CC=NC1=2)=[N+](C)C)C.F[P-](F)(F)(F)(F)F.[NH2:25][C:26]1[C:27]([C:36]([OH:38])=O)=[CH:28][C:29]2[C:34]([CH:35]=1)=[CH:33][CH:32]=[CH:31][CH:30]=2.[NH2:39][CH:40]([CH:45]1[CH2:50][CH2:49][CH:48]([NH:51][C:52]([O:54][C:55]([CH3:58])([CH3:57])[CH3:56])=[O:53])[CH2:47][CH2:46]1)[C:41]([O:43][CH3:44])=[O:42].C(N(CC)C(C)C)(C)C.C([O-])(O)=O.[Na+]. Product: [NH2:25][C:26]1[C:27]([C:36]([NH:39][CH:40]([CH:45]2[CH2:50][CH2:49][CH:48]([NH:51][C:52]([O:54][C:55]([CH3:58])([CH3:57])[CH3:56])=[O:53])[CH2:47][CH2:46]2)[C:41]([O:43][CH3:44])=[O:42])=[O:38])=[CH:28][C:29]2[C:34]([CH:35]=1)=[CH:33][CH:32]=[CH:31][CH:30]=2. The catalyst class is: 39. (4) Reactant: [Br:1][C:2]1[CH:7]=[CH:6][C:5]([CH:8]([OH:12])[CH2:9][CH2:10]Cl)=[CH:4][CH:3]=1.[C:13]1([C@H:19]([NH2:21])[CH3:20])[CH:18]=[CH:17][CH:16]=[CH:15][CH:14]=1.[I-].[K+].C(=O)([O-])[O-].[K+].[K+].C(N(CC)CC)C.Cl[CH2:38][C:39](Cl)=[O:40].Cl.[OH-].[K+]. Product: [Br:1][C:2]1[CH:7]=[CH:6][C:5]([CH:8]2[O:12][CH2:38][C:39](=[O:40])[N:21]([C@@H:19]([C:13]3[CH:18]=[CH:17][CH:16]=[CH:15][CH:14]=3)[CH3:20])[CH2:10][CH2:9]2)=[CH:4][CH:3]=1. The catalyst class is: 47. (5) Reactant: [Br:1][C:2]1[CH:7]=[CH:6][C:5](F)=[CH:4][C:3]=1[O:9][CH2:10][CH3:11].[CH2:12]([S-:14])[CH3:13].[Na+].O. Product: [Br:1][C:2]1[CH:7]=[CH:6][C:5]([S:14][CH2:12][CH3:13])=[CH:4][C:3]=1[O:9][CH2:10][CH3:11]. The catalyst class is: 3. (6) Reactant: [Br:1][C:2]1[CH:7]=[CH:6][C:5]([CH2:8][CH3:9])=[CH:4][CH:3]=1.[Br:10]N1C(=O)CCC1=O.N(C(C)(C)C#N)=NC(C)(C)C#N.O. Product: [Br:1][C:2]1[CH:7]=[CH:6][C:5]([CH:8]([Br:10])[CH3:9])=[CH:4][CH:3]=1. The catalyst class is: 22.